This data is from Forward reaction prediction with 1.9M reactions from USPTO patents (1976-2016). The task is: Predict the product of the given reaction. (1) The product is: [C:20]1([CH2:19][CH2:18][N:14]2[CH2:15][CH2:16][CH2:17][C:11]3([CH2:10][C:9](=[O:30])[C:8]4[C:27](=[CH:28][CH:29]=[C:6](/[CH:5]=[CH:4]/[C:3]([OH:31])=[O:2])[CH:7]=4)[O:26]3)[CH2:12][CH2:13]2)[CH:25]=[CH:24][CH:23]=[CH:22][CH:21]=1. Given the reactants C[O:2][C:3](=[O:31])/[CH:4]=[CH:5]/[C:6]1[CH:7]=[C:8]2[C:27](=[CH:28][CH:29]=1)[O:26][C:11]1([CH2:17][CH2:16][CH2:15][N:14]([CH2:18][CH2:19][C:20]3[CH:25]=[CH:24][CH:23]=[CH:22][CH:21]=3)[CH2:13][CH2:12]1)[CH2:10][C:9]2=[O:30].Cl, predict the reaction product. (2) Given the reactants C([BH3-])#N.[Na+].[CH3:5][O:6][C:7]1[N:12]=[CH:11][C:10]([CH:13]=O)=[CH:9][CH:8]=1.[NH2:15][C:16]1[CH:35]=[CH:34][CH:33]=[CH:32][C:17]=1[C:18]([NH:20][C:21]1[CH:26]=[CH:25][C:24]([Br:27])=[C:23]([C:28]([F:31])([F:30])[F:29])[CH:22]=1)=[O:19].C(=O)([O-])O.[Na+], predict the reaction product. The product is: [CH3:5][O:6][C:7]1[N:12]=[CH:11][C:10]([CH2:13][NH:15][C:16]2[CH:35]=[CH:34][CH:33]=[CH:32][C:17]=2[C:18]([NH:20][C:21]2[CH:26]=[CH:25][C:24]([Br:27])=[C:23]([C:28]([F:31])([F:29])[F:30])[CH:22]=2)=[O:19])=[CH:9][CH:8]=1. (3) Given the reactants [C:1]([O:5][C:6](=[O:17])[NH:7][CH2:8][CH2:9][C:10]1[CH:15]=[CH:14][CH:13]=[C:12]([OH:16])[CH:11]=1)([CH3:4])([CH3:3])[CH3:2].C(=O)([O-])[O-].[K+].[K+].[I-].[K+].CS(O[CH2:31][CH2:32][C:33]1[CH:38]=[CH:37][C:36]([O:39][CH2:40][C:41]2[CH:46]=[CH:45][CH:44]=[CH:43][CH:42]=2)=[C:35]([C@@H:47]([C:57]2[CH:62]=[CH:61][CH:60]=[CH:59][CH:58]=2)[CH2:48][CH2:49][N:50]([CH:54]([CH3:56])[CH3:55])[CH:51]([CH3:53])[CH3:52])[CH:34]=1)(=O)=O, predict the reaction product. The product is: [NH3:7].[C:1]([O:5][C:6](=[O:17])[NH:7][CH2:8][CH2:9][C:10]1[CH:15]=[CH:14][CH:13]=[C:12]([O:16][CH2:31][CH2:32][C:33]2[CH:38]=[CH:37][C:36]([O:39][CH2:40][C:41]3[CH:46]=[CH:45][CH:44]=[CH:43][CH:42]=3)=[C:35]([C@@H:47]([C:57]3[CH:58]=[CH:59][CH:60]=[CH:61][CH:62]=3)[CH2:48][CH2:49][N:50]([CH:54]([CH3:55])[CH3:56])[CH:51]([CH3:52])[CH3:53])[CH:34]=2)[CH:11]=1)([CH3:4])([CH3:2])[CH3:3]. (4) Given the reactants CC(C)([O-])C.[K+].[CH2:7]1[C:16]2[C:11](=[CH:12][CH:13]=[CH:14][CH:15]=2)[CH2:10][CH2:9][NH:8]1.Br[C:18]1[CH:23]=[C:22]([CH3:24])[C:21]([NH:25][C:26](=[O:32])[CH2:27][C:28]([CH3:31])([CH3:30])[CH3:29])=[C:20]([CH3:33])[CH:19]=1, predict the reaction product. The product is: [CH2:7]1[C:16]2[C:11](=[CH:12][CH:13]=[CH:14][CH:15]=2)[CH2:10][CH2:9][N:8]1[C:18]1[CH:23]=[C:22]([CH3:24])[C:21]([NH:25][C:26](=[O:32])[CH2:27][C:28]([CH3:29])([CH3:30])[CH3:31])=[C:20]([CH3:33])[CH:19]=1. (5) Given the reactants CC1(C)C(C)(C)OB([C:9]2[CH:27]=[CH:26][C:12]([O:13][C:14]3[CH:21]=[CH:20][C:17]([C:18]#[N:19])=[C:16]([C:22]([F:25])([F:24])[F:23])[CH:15]=3)=[CH:11][CH:10]=2)O1.Cl[C:30]1[N:35]=[C:34]([C:36]([OH:38])=[O:37])[CH:33]=[C:32]([CH:39]=[CH2:40])[N:31]=1.C(=O)([O-])[O-].[Cs+].[Cs+].Cl, predict the reaction product. The product is: [C:18]([C:17]1[CH:20]=[CH:21][C:14]([O:13][C:12]2[CH:11]=[CH:10][C:9]([C:30]3[N:35]=[C:34]([C:36]([OH:38])=[O:37])[CH:33]=[C:32]([CH:39]=[CH2:40])[N:31]=3)=[CH:27][CH:26]=2)=[CH:15][C:16]=1[C:22]([F:25])([F:24])[F:23])#[N:19]. (6) Given the reactants [C:1]1([CH3:21])[CH:6]=[CH:5][CH:4]=[C:3]([S:7]([N:10]2[CH2:15][CH2:14][O:13][C:12]3[CH:16]=[CH:17][C:18]([NH2:20])=[N:19][C:11]2=3)(=[O:9])=[O:8])[CH:2]=1.[Cl:22][C:23]1[CH:31]=[CH:30][CH:29]=[C:28]([Cl:32])[C:24]=1[C:25](Cl)=[O:26].C([O-])(O)=O.[Na+], predict the reaction product. The product is: [Cl:22][C:23]1[CH:31]=[CH:30][CH:29]=[C:28]([Cl:32])[C:24]=1[C:25]([NH:20][C:18]1[CH:17]=[CH:16][C:12]2[O:13][CH2:14][CH2:15][N:10]([S:7]([C:3]3[CH:2]=[C:1]([CH3:21])[CH:6]=[CH:5][CH:4]=3)(=[O:9])=[O:8])[C:11]=2[N:19]=1)=[O:26].